From a dataset of Retrosynthesis with 50K atom-mapped reactions and 10 reaction types from USPTO. Predict the reactants needed to synthesize the given product. (1) The reactants are: C[C@H](CO)[C@H]1CC=C2C3=C(CC[C@@]21C)[C@@]1(C)CC[C@H](OC(=O)c2ccccc2)C(C)(C)C1CC3. Given the product C[C@H](C=O)[C@H]1CC=C2C3=C(CC[C@@]21C)[C@@]1(C)CC[C@H](OC(=O)c2ccccc2)C(C)(C)C1CC3, predict the reactants needed to synthesize it. (2) The reactants are: C=CC(=O)Cl.CCc1nc(C(N)=O)c(Nc2ccc(N3CCN(C)CC3)cc2)nc1Oc1cccc(N)c1. Given the product C=CC(=O)Nc1cccc(Oc2nc(Nc3ccc(N4CCN(C)CC4)cc3)c(C(N)=O)nc2CC)c1, predict the reactants needed to synthesize it.